Dataset: Catalyst prediction with 721,799 reactions and 888 catalyst types from USPTO. Task: Predict which catalyst facilitates the given reaction. (1) Reactant: [N+:1]([C:4]1[CH:5]=[C:6]([C:10]([NH:12][C:13]2[CH:14]=[C:15]([CH:20]=[CH:21][C:22]=2[NH:23][CH3:24])[C:16]([O:18][CH3:19])=[O:17])=O)[N:7]([CH3:9])[CH:8]=1)([O-:3])=[O:2].O.C1(C)C=CC(S(O)(=O)=O)=CC=1.C([O-])([O-])=O.[Na+].[Na+].O. Product: [N+:1]([C:4]1[CH:5]=[C:6]([C:10]2[N:23]([CH3:24])[C:22]3[CH:21]=[CH:20][C:15]([C:16]([O:18][CH3:19])=[O:17])=[CH:14][C:13]=3[N:12]=2)[N:7]([CH3:9])[CH:8]=1)([O-:3])=[O:2]. The catalyst class is: 5. (2) Product: [CH2:29]([C@@H:25]([CH2:24][C:23]([O:22][C:18]([CH3:21])([CH3:20])[CH3:19])=[O:32])[C:26]([O:1][CH2:2][C@H:3]([NH:10][C:11](=[O:17])[C@@H:12]([CH3:16])[CH2:13][CH:14]=[CH2:15])[C:4]1[CH:9]=[CH:8][CH:7]=[CH:6][CH:5]=1)=[O:27])[CH:30]=[CH2:31]. The catalyst class is: 2. Reactant: [OH:1][CH2:2][C@H:3]([NH:10][C:11](=[O:17])[C@@H:12]([CH3:16])[CH2:13][CH:14]=[CH2:15])[C:4]1[CH:9]=[CH:8][CH:7]=[CH:6][CH:5]=1.[C:18]([O:22][C:23](=[O:32])[CH2:24][C@H:25]([CH2:29][CH:30]=[CH2:31])[C:26](O)=[O:27])([CH3:21])([CH3:20])[CH3:19]. (3) Reactant: FC(F)(F)C(O)=O.[CH:8]([C:10]1[CH:11]=[C:12]2[C:17](=[CH:18][CH:19]=1)[CH:16]=[C:15]([S:20]([CH2:23][CH2:24][C:25]([O:27]C(C)(C)C)=[O:26])(=[O:22])=[O:21])[CH:14]=[CH:13]2)=[CH2:9]. Product: [CH:8]([C:10]1[CH:11]=[C:12]2[C:17](=[CH:18][CH:19]=1)[CH:16]=[C:15]([S:20]([CH2:23][CH2:24][C:25]([OH:27])=[O:26])(=[O:21])=[O:22])[CH:14]=[CH:13]2)=[CH2:9]. The catalyst class is: 11. (4) Product: [NH2:8][C:5]1[CH:6]=[CH:7][C:2]([F:1])=[C:3]([N:11]2[C:15](=[O:16])[N:14]([CH:17]([CH3:18])[CH3:19])[N:13]=[N:12]2)[CH:4]=1. The catalyst class is: 19. Reactant: [F:1][C:2]1[CH:7]=[CH:6][C:5]([N+:8]([O-])=O)=[CH:4][C:3]=1[N:11]1[C:15](=[O:16])[N:14]([CH:17]([CH3:19])[CH3:18])[N:13]=[N:12]1. (5) Reactant: [CH3:1][C:2]1[CH:3]=[CH:4][C:5]([S:9][C:10]2[CH:11]=[CH:12][CH:13]=[CH:14][C:15]=2[N:16]2[CH2:21][CH2:20][NH:19][CH2:18][CH2:17]2)=[C:6]([CH3:8])[CH:7]=1.[C:22]1([CH3:32])[CH:27]=[CH:26][C:25]([S:28]([OH:31])(=[O:30])=[O:29])=[CH:24][CH:23]=1. Product: [CH3:1][C:2]1[CH:3]=[CH:4][C:5]([S:9][C:10]2[CH:11]=[CH:12][CH:13]=[CH:14][C:15]=2[N:16]2[CH2:17][CH2:18][NH:19][CH2:20][CH2:21]2)=[C:6]([CH3:8])[CH:7]=1.[CH3:32][C:22]1[CH:27]=[CH:26][C:25]([S:28]([OH:31])(=[O:30])=[O:29])=[CH:24][CH:23]=1. The catalyst class is: 51. (6) Reactant: Br[C:2]1[S:3][CH:4]=[CH:5][CH:6]=1.C([Li])CCC.[CH2:12]([Sn:16](Cl)([CH2:21][CH2:22][CH2:23][CH3:24])[CH2:17][CH2:18][CH2:19][CH3:20])[CH2:13][CH2:14][CH3:15].O. Product: [CH2:21]([Sn:16]([CH2:12][CH2:13][CH2:14][CH3:15])([CH2:17][CH2:18][CH2:19][CH3:20])[C:2]1[S:3][CH:4]=[CH:5][CH:6]=1)[CH2:22][CH2:23][CH3:24]. The catalyst class is: 188. (7) Reactant: Cl[C:2]1[CH:3]=[C:4]([CH:25]=[CH:26][N:27]=1)[C:5]([NH:7][C:8]1[S:9][C:10]2[C:16]([N:17]3[CH2:22][CH2:21][O:20][CH2:19][CH2:18]3)=[CH:15][CH:14]=[C:13]([O:23][CH3:24])[C:11]=2[N:12]=1)=[O:6].[H-].[Na+].[CH3:30][O:31][CH2:32][CH2:33][O:34][CH2:35][CH2:36][OH:37]. Product: [CH3:30][O:31][CH2:32][CH2:33][O:34][CH2:35][CH2:36][O:37][C:2]1[CH:3]=[C:4]([CH:25]=[CH:26][N:27]=1)[C:5]([NH:7][C:8]1[S:9][C:10]2[C:16]([N:17]3[CH2:22][CH2:21][O:20][CH2:19][CH2:18]3)=[CH:15][CH:14]=[C:13]([O:23][CH3:24])[C:11]=2[N:12]=1)=[O:6]. The catalyst class is: 12.